From a dataset of Full USPTO retrosynthesis dataset with 1.9M reactions from patents (1976-2016). Predict the reactants needed to synthesize the given product. (1) Given the product [F:31][C:22]1[CH:23]=[C:24]([C:27]([OH:30])([CH3:28])[CH3:29])[CH:25]=[CH:26][C:21]=1[C:15]1[S:14][C:13]([NH:12][C:2]2[N:7]=[N:6][C:5]([C:8]([OH:11])([CH3:10])[CH3:9])=[CH:4][CH:3]=2)=[C:17]([C:18]([NH2:20])=[O:19])[CH:16]=1, predict the reactants needed to synthesize it. The reactants are: Cl[C:2]1[N:7]=[N:6][C:5]([C:8]([OH:11])([CH3:10])[CH3:9])=[CH:4][CH:3]=1.[NH2:12][C:13]1[S:14][C:15]([C:21]2[CH:26]=[CH:25][C:24]([C:27]([OH:30])([CH3:29])[CH3:28])=[CH:23][C:22]=2[F:31])=[CH:16][C:17]=1[C:18]([NH2:20])=[O:19]. (2) Given the product [CH3:26][S:27]([O:16][CH2:15][CH2:14][C:3]1[N:4]=[C:5]([C:7]2[CH:12]=[CH:11][C:10]([CH3:13])=[CH:9][CH:8]=2)[S:6][C:2]=1[CH3:1])(=[O:29])=[O:28], predict the reactants needed to synthesize it. The reactants are: [CH3:1][C:2]1[S:6][C:5]([C:7]2[CH:12]=[CH:11][C:10]([CH3:13])=[CH:9][CH:8]=2)=[N:4][C:3]=1[CH2:14][CH2:15][OH:16].C(N(CC)C(C)C)(C)C.[CH3:26][S:27](Cl)(=[O:29])=[O:28].C(OCC)(=O)C. (3) Given the product [C:46]([C:41]1[CH:42]=[C:43]2[C:38](=[C:39]([F:50])[CH:40]=1)[C:37](=[O:51])[N:36]([C:7]1[CH:8]=[CH:9][CH:10]=[C:11]([C:12]3[CH:17]=[C:16]([NH:18][C:19]4[N:20]=[CH:21][C:22]([CH:25]5[CH2:30][CH2:29][N:28]([CH:31]([CH3:32])[CH3:33])[CH2:27][CH2:26]5)=[CH:23][CH:24]=4)[C:15](=[O:34])[N:14]([CH3:35])[N:13]=3)[C:6]=1[CH2:5][OH:4])[N:45]=[CH:44]2)([CH3:48])([CH3:49])[CH3:47], predict the reactants needed to synthesize it. The reactants are: C([O:4][CH2:5][C:6]1[C:11]([C:12]2[CH:17]=[C:16]([NH:18][C:19]3[CH:24]=[CH:23][C:22]([CH:25]4[CH2:30][CH2:29][N:28]([CH:31]([CH3:33])[CH3:32])[CH2:27][CH2:26]4)=[CH:21][N:20]=3)[C:15](=[O:34])[N:14]([CH3:35])[N:13]=2)=[CH:10][CH:9]=[CH:8][C:7]=1[N:36]1[N:45]=[CH:44][C:43]2[C:38](=[C:39]([F:50])[CH:40]=[C:41]([C:46]([CH3:49])([CH3:48])[CH3:47])[CH:42]=2)[C:37]1=[O:51])(=O)C.[OH-].[Na+].